Dataset: Forward reaction prediction with 1.9M reactions from USPTO patents (1976-2016). Task: Predict the product of the given reaction. (1) The product is: [NH2:19][C@@H:11]([CH2:12][C:13]1[CH:14]=[CH:15][CH:16]=[CH:17][CH:18]=1)[CH2:10][C@H:9]([OH:27])[C@@H:8]([NH:28][C:29]([C@@H:31]([NH:36][C:37](=[O:40])[O:38][CH3:39])[C:32]([CH3:34])([CH3:35])[CH3:33])=[O:30])[CH2:1][C:2]1[CH:7]=[CH:6][CH:5]=[CH:4][CH:3]=1. Given the reactants [CH2:1]([C@H:8]([NH:28][C:29]([C@@H:31]([NH:36][C:37](=[O:40])[O:38][CH3:39])[C:32]([CH3:35])([CH3:34])[CH3:33])=[O:30])[C@@H:9]([OH:27])[CH2:10][C@@H:11]([NH:19]C(OC(C)(C)C)=O)[CH2:12][C:13]1[CH:18]=[CH:17][CH:16]=[CH:15][CH:14]=1)[C:2]1[CH:7]=[CH:6][CH:5]=[CH:4][CH:3]=1.Cl.[OH-].[Na+], predict the reaction product. (2) Given the reactants C1C=CC(P(C2C=CC=CC=2)C2C=CC=CC=2)=CC=1.[OH:20][C:21]1[CH:28]=[CH:27][C:24]([C:25]#[N:26])=[CH:23][N:22]=1.C1C=CC(COC(/N=N/C(OCC2C=CC=CC=2)=O)=O)=CC=1.[CH2:51]([N:58]1[CH2:62][CH:61]([C:63]2[CH:68]=[CH:67][C:66]([Cl:69])=[C:65]([Cl:70])[CH:64]=2)[CH:60]([CH:71](O)[CH3:72])[CH2:59]1)[C:52]1[CH:57]=[CH:56][CH:55]=[CH:54][CH:53]=1, predict the reaction product. The product is: [CH2:51]([N:58]1[CH2:62][CH:61]([C:63]2[CH:68]=[CH:67][C:66]([Cl:69])=[C:65]([Cl:70])[CH:64]=2)[CH:60]([CH:71]([O:20][C:21]2[CH:28]=[CH:27][C:24]([C:25]#[N:26])=[CH:23][N:22]=2)[CH3:72])[CH2:59]1)[C:52]1[CH:53]=[CH:54][CH:55]=[CH:56][CH:57]=1.